From a dataset of Forward reaction prediction with 1.9M reactions from USPTO patents (1976-2016). Predict the product of the given reaction. (1) Given the reactants Cl.C([O:6][C:7]([N:9]1[CH2:14][CH:13]([CH3:15])[N:12]([CH2:16][C:17]2[CH:22]=[CH:21][C:20]([F:23])=[CH:19][CH:18]=2)[C:11](=[O:24])[CH2:10]1)=O)(C)(C)C.[CH:25](N(CC)C(C)C)(C)C.C(OC(=O)C)(=O)C, predict the reaction product. The product is: [C:7]([N:9]1[CH2:14][CH:13]([CH3:15])[N:12]([CH2:16][C:17]2[CH:22]=[CH:21][C:20]([F:23])=[CH:19][CH:18]=2)[C:11](=[O:24])[CH2:10]1)(=[O:6])[CH3:25]. (2) Given the reactants [NH2:1][C:2]1N=[C:9]2[C:5](N=[CH:7][N:8]2[CH2:11]/C(/F)=C\CCP(=O)(O)[OH:17])=[C:4](Cl)[N:3]=1.[CH2:22](OCCCO)CCCCCCCCCCCCCCC.C(N=C=NC(C)C)(C)C.O, predict the reaction product. The product is: [NH4+:1].[OH-:17].[CH3:11][N:8]([C:9]1[CH:5]=[CH:4][N:3]=[CH:2][CH:22]=1)[CH3:7]. (3) Given the reactants [CH3:1][N:2]([CH3:32])[C:3]([C:5]1[N:26]([CH:27]2[CH2:31][CH2:30][CH2:29][CH2:28]2)[C:8]2[N:9]=[C:10]([NH:13][C:14]3[CH:19]=[CH:18][C:17]([N:20]4[CH2:25][CH2:24][NH:23][CH2:22][CH2:21]4)=[CH:16][N:15]=3)[N:11]=[CH:12][C:7]=2[CH:6]=1)=[O:4].[N:33]1([C:38](Cl)=[O:39])[CH2:37][CH2:36][CH2:35][CH2:34]1, predict the reaction product. The product is: [CH3:1][N:2]([CH3:32])[C:3]([C:5]1[N:26]([CH:27]2[CH2:31][CH2:30][CH2:29][CH2:28]2)[C:8]2[N:9]=[C:10]([NH:13][C:14]3[CH:19]=[CH:18][C:17]([N:20]4[CH2:21][CH2:22][N:23]([C:38]([N:33]5[CH2:37][CH2:36][CH2:35][CH2:34]5)=[O:39])[CH2:24][CH2:25]4)=[CH:16][N:15]=3)[N:11]=[CH:12][C:7]=2[CH:6]=1)=[O:4]. (4) Given the reactants [F:1][C:2]1[CH:7]=[CH:6][C:5]([SH:8])=[CH:4][CH:3]=1.I[CH2:10][CH3:11].C(N(CC)CC)C, predict the reaction product. The product is: [CH2:10]([S:8][C:5]1[CH:6]=[CH:7][C:2]([F:1])=[CH:3][CH:4]=1)[CH3:11]. (5) Given the reactants [C:1]([O:5][C:6](=[O:40])[NH:7][CH2:8][C:9]1[CH:14]=[CH:13][C:12]([Cl:15])=[CH:11][C:10]=1[CH2:16][NH:17][C:18](=[O:39])[CH2:19][C:20]1[C:21](=[O:38])[N:22]([NH:27][CH2:28][C:29]([F:37])([F:36])[C:30]2[CH:35]=[CH:34][CH:33]=[CH:32][N:31]=2)[CH:23]=[CH:24][C:25]=1[CH3:26])([CH3:4])([CH3:3])[CH3:2].C1C=C(Cl)C=C(C(OO)=[O:49])C=1.S(C1C(C)=CC(O)=C(C(C)(C)C)C=1)C1C(C)=CC(O)=C(C(C)(C)C)C=1, predict the reaction product. The product is: [C:1]([O:5][C:6](=[O:40])[NH:7][CH2:8][C:9]1[CH:14]=[CH:13][C:12]([Cl:15])=[CH:11][C:10]=1[CH2:16][NH:17][C:18](=[O:39])[CH2:19][C:20]1[C:21](=[O:38])[N:22]([NH:27][CH2:28][C:29]([F:36])([F:37])[C:30]2[CH:35]=[CH:34][CH:33]=[CH:32][N+:31]=2[O-:49])[CH:23]=[CH:24][C:25]=1[CH3:26])([CH3:2])([CH3:3])[CH3:4]. (6) Given the reactants [Cl:1][C:2]1[CH:3]=[C:4]([OH:23])[CH:5]=[CH:6][C:7]=1[CH:8]([CH3:22])[C:9]([C:15]1[CH:20]=[CH:19][N:18]=[C:17]([Cl:21])[CH:16]=1)([OH:14])[C:10]([F:13])([F:12])[F:11].Br[C:25]([CH3:30])([CH3:29])[C:26]([NH2:28])=[O:27].[OH-].[Na+].Cl, predict the reaction product. The product is: [Cl:1][C:2]1[CH:3]=[C:4]([CH:5]=[CH:6][C:7]=1[CH:8]([CH3:22])[C:9]([C:15]1[CH:20]=[CH:19][N:18]=[C:17]([Cl:21])[CH:16]=1)([OH:14])[C:10]([F:13])([F:12])[F:11])[O:23][C:25]([CH3:30])([CH3:29])[C:26]([NH2:28])=[O:27].